Dataset: Full USPTO retrosynthesis dataset with 1.9M reactions from patents (1976-2016). Task: Predict the reactants needed to synthesize the given product. (1) Given the product [C:8]([C:10]1[CH:11]=[C:12]([CH:17]=[CH:18][C:19]=1[N:3]1[CH2:4][CH2:5][CH2:6][CH2:7][CH:2]1[CH3:1])[C:13]([OH:15])=[O:14])#[N:9], predict the reactants needed to synthesize it. The reactants are: [CH3:1][CH:2]1[CH2:7][CH2:6][CH2:5][CH2:4][NH:3]1.[C:8]([C:10]1[CH:11]=[C:12]([CH:17]=[CH:18][C:19]=1F)[C:13]([O:15]C)=[O:14])#[N:9].FC1C=CC(C=O)=CC=1C#N.[Li+].[OH-]. (2) Given the product [Cl:1][C:2]1[CH:3]=[C:4]([NH:9][C:10]2[C:11]3[C:18](=[CH:36][C:22]4[NH:23][C:24]([CH3:35])=[C:25]([C:26]([N:28]5[CH2:29][CH2:30][N:31]([CH3:34])[CH2:32][CH2:33]5)=[O:27])[C:21]=4[CH3:20])[C:17](=[O:19])[NH:16][C:12]=3[N:13]=[CH:14][N:15]=2)[CH:5]=[CH:6][C:7]=1[F:8], predict the reactants needed to synthesize it. The reactants are: [Cl:1][C:2]1[CH:3]=[C:4]([NH:9][C:10]2[C:11]3[CH2:18][C:17](=[O:19])[NH:16][C:12]=3[N:13]=[CH:14][N:15]=2)[CH:5]=[CH:6][C:7]=1[F:8].[CH3:20][C:21]1[C:25]([C:26]([N:28]2[CH2:33][CH2:32][N:31]([CH3:34])[CH2:30][CH2:29]2)=[O:27])=[C:24]([CH3:35])[NH:23][C:22]=1[CH:36]=O.